From a dataset of Forward reaction prediction with 1.9M reactions from USPTO patents (1976-2016). Predict the product of the given reaction. Given the reactants FC(F)(F)C(O)=O.[C:8]1([C:14]2[CH:26]=[CH:25][C:17]([C:18]([O:20]C(C)(C)C)=[O:19])=[C:16]([NH:27][C:28]([C:30]3[CH:35]=[CH:34][C:33]([C:36]4[CH:41]=[CH:40][CH:39]=[CH:38][CH:37]=4)=[CH:32][N:31]=3)=[O:29])[CH:15]=2)[CH:13]=[CH:12][CH:11]=[CH:10][CH:9]=1, predict the reaction product. The product is: [C:8]1([C:14]2[CH:26]=[CH:25][C:17]([C:18]([OH:20])=[O:19])=[C:16]([NH:27][C:28]([C:30]3[CH:35]=[CH:34][C:33]([C:36]4[CH:37]=[CH:38][CH:39]=[CH:40][CH:41]=4)=[CH:32][N:31]=3)=[O:29])[CH:15]=2)[CH:13]=[CH:12][CH:11]=[CH:10][CH:9]=1.